This data is from Catalyst prediction with 721,799 reactions and 888 catalyst types from USPTO. The task is: Predict which catalyst facilitates the given reaction. (1) Reactant: Cl[C:2]1[CH:7]=[N:6][NH:5][C:4](=[O:8])[CH:3]=1.[F:9][C:10]1[C:11]([C:17]2[CH:18]=[C:19](B(O)O)[CH:20]=[CH:21][C:22]=2[F:23])=[N:12][CH:13]=[C:14]([F:16])[CH:15]=1. The catalyst class is: 75. Product: [F:9][C:10]1[C:11]([C:17]2[CH:18]=[C:19]([C:2]3[CH:7]=[N:6][NH:5][C:4](=[O:8])[CH:3]=3)[CH:20]=[CH:21][C:22]=2[F:23])=[N:12][CH:13]=[C:14]([F:16])[CH:15]=1. (2) Reactant: [CH2:1]([NH:8][C@H:9]([CH2:12][CH3:13])[CH2:10][OH:11])[C:2]1[CH:7]=[CH:6][CH:5]=[CH:4][CH:3]=1.C(N(CC)CC)C.[Cl:21][CH:22]([CH3:26])[C:23](Cl)=[O:24]. Product: [CH2:1]([N:8]([C@H:9]([CH2:12][CH3:13])[CH2:10][OH:11])[C:23](=[O:24])[CH:22]([Cl:21])[CH3:26])[C:2]1[CH:7]=[CH:6][CH:5]=[CH:4][CH:3]=1. The catalyst class is: 32. (3) Reactant: C[O:2][C:3](=[O:29])[C:4]1[CH:9]=[CH:8][CH:7]=[CH:6][C:5]=1[CH:10]1[CH2:15][CH2:14][N:13]([CH2:16][CH2:17][N:18]2[C:23]3[CH:24]=[CH:25][CH:26]=[CH:27][C:22]=3[O:21][CH2:20][C:19]2=[O:28])[CH2:12][CH2:11]1.O.[OH-].[Li+].Cl. Product: [O:28]=[C:19]1[N:18]([CH2:17][CH2:16][N:13]2[CH2:14][CH2:15][CH:10]([C:5]3[CH:6]=[CH:7][CH:8]=[CH:9][C:4]=3[C:3]([OH:29])=[O:2])[CH2:11][CH2:12]2)[C:23]2[CH:24]=[CH:25][CH:26]=[CH:27][C:22]=2[O:21][CH2:20]1. The catalyst class is: 1. (4) Reactant: [C:1]([C:4]1([CH3:17])[CH2:9][CH2:8][N:7]([C:10]([O:12][C:13]([CH3:16])([CH3:15])[CH3:14])=[O:11])[CH2:6][CH2:5]1)(=[O:3])[NH2:2].Br[C:19]1[CH:39]=[CH:38][C:22]([CH2:23][N:24]2[CH2:33][CH2:32][C:31]3[C:26](=[CH:27][CH:28]=[C:29]([C:34]([O:36][CH3:37])=[O:35])[CH:30]=3)[CH2:25]2)=[CH:21][CH:20]=1.CC1(C)C2C(=C(P(C3C=CC=CC=3)C3C=CC=CC=3)C=CC=2)OC2C(P(C3C=CC=CC=3)C3C=CC=CC=3)=CC=CC1=2.C([O-])([O-])=O.[Cs+].[Cs+]. Product: [C:13]([O:12][C:10]([N:7]1[CH2:8][CH2:9][C:4]([C:1]([NH:2][C:19]2[CH:39]=[CH:38][C:22]([CH2:23][N:24]3[CH2:33][CH2:32][C:31]4[C:26](=[CH:27][CH:28]=[C:29]([C:34]([O:36][CH3:37])=[O:35])[CH:30]=4)[CH2:25]3)=[CH:21][CH:20]=2)=[O:3])([CH3:17])[CH2:5][CH2:6]1)=[O:11])([CH3:16])([CH3:15])[CH3:14]. The catalyst class is: 62. (5) Reactant: [Br:1][C:2]1[CH:7]=[CH:6][C:5]([S:8](Cl)(=[O:10])=[O:9])=[CH:4][CH:3]=1.C(N(CC)CC)C.[NH2:19][C:20]([CH3:24])([CH3:23])[CH2:21][OH:22]. Product: [Br:1][C:2]1[CH:7]=[CH:6][C:5]([S:8]([NH:19][C:20]([CH3:24])([CH3:23])[CH2:21][OH:22])(=[O:10])=[O:9])=[CH:4][CH:3]=1. The catalyst class is: 4. (6) Reactant: [C:1]([O:5][C:6]([NH:8][C@H:9]1[CH2:14][CH2:13][C@H:12]([C:15](OC)=[O:16])[C@H:11]([O:19][CH3:20])[CH2:10]1)=[O:7])([CH3:4])([CH3:3])[CH3:2].[AlH4-].[Li+]. Product: [C:1]([O:5][C:6](=[O:7])[NH:8][C@H:9]1[CH2:14][CH2:13][C@H:12]([CH2:15][OH:16])[C@H:11]([O:19][CH3:20])[CH2:10]1)([CH3:4])([CH3:3])[CH3:2]. The catalyst class is: 28. (7) Reactant: [Br:1][C:2]1[CH:3]=[C:4]2[C:8](=[CH:9][CH:10]=1)[C:7](=[O:11])[NH:6][CH2:5]2.[H-].[Na+].FC(F)(F)S(O[CH2:20][C:21]([F:24])([F:23])[F:22])(=O)=O.C([O-])(O)=O.[Na+]. Product: [Br:1][C:2]1[CH:3]=[C:4]2[C:8](=[CH:9][CH:10]=1)[C:7](=[O:11])[N:6]([CH2:20][C:21]([F:24])([F:23])[F:22])[CH2:5]2. The catalyst class is: 3. (8) Reactant: [CH3:1][O:2][C:3]1[CH:8]=[CH:7][C:6]([C:9]2[O:13][C:12]([CH3:14])=[C:11]([CH:15]([NH:20][C:21]3[CH:26]=[CH:25][C:24]([C:27]([N:29]([CH3:37])[CH2:30][CH2:31][C:32]([O:34]CC)=[O:33])=[O:28])=[CH:23][CH:22]=3)[CH2:16][CH:17]([CH3:19])[CH3:18])[CH:10]=2)=[CH:5][CH:4]=1.O1CCCC1.[OH-].[Li+]. Product: [CH3:1][O:2][C:3]1[CH:8]=[CH:7][C:6]([C:9]2[O:13][C:12]([CH3:14])=[C:11]([CH:15]([NH:20][C:21]3[CH:22]=[CH:23][C:24]([C:27]([N:29]([CH3:37])[CH2:30][CH2:31][C:32]([OH:34])=[O:33])=[O:28])=[CH:25][CH:26]=3)[CH2:16][CH:17]([CH3:19])[CH3:18])[CH:10]=2)=[CH:5][CH:4]=1. The catalyst class is: 8. (9) Reactant: [Cl:1][C:2]1[CH:10]=[CH:9][C:8]([CH:11]2[CH2:16][CH2:15][NH:14][CH2:13][CH2:12]2)=[CH:7][C:3]=1[C:4]([NH2:6])=[O:5].C(=O)([O-])[O-].[K+].[K+].[CH2:23](Br)[C:24]1[CH:29]=[CH:28][CH:27]=[CH:26][CH:25]=1.O. Product: [CH2:23]([N:14]1[CH2:15][CH2:16][CH:11]([C:8]2[CH:9]=[CH:10][C:2]([Cl:1])=[C:3]([CH:7]=2)[C:4]([NH2:6])=[O:5])[CH2:12][CH2:13]1)[C:24]1[CH:29]=[CH:28][CH:27]=[CH:26][CH:25]=1. The catalyst class is: 10. (10) Reactant: [CH:1]1([CH:7]([C:18]2[CH:22]=[C:21]([C:23]3[CH:28]=[CH:27][CH:26]=[CH:25][N:24]=3)[O:20][C:19]=2[CH3:29])[O:8][C:9]2[CH:17]=[CH:16][C:12]([C:13](O)=[O:14])=[CH:11][CH:10]=2)[CH2:6][CH2:5][CH2:4][CH2:3][CH2:2]1.[CH3:30][NH:31][CH2:32][CH2:33][C:34]([O:36]CC)=[O:35].Cl.C(N=C=NCCCN(C)C)C.O.OC1C2N=NNC=2C=CC=1. Product: [CH:1]1([CH:7]([C:18]2[CH:22]=[C:21]([C:23]3[CH:28]=[CH:27][CH:26]=[CH:25][N:24]=3)[O:20][C:19]=2[CH3:29])[O:8][C:9]2[CH:10]=[CH:11][C:12]([C:13]([N:31]([CH3:30])[CH2:32][CH2:33][C:34]([OH:36])=[O:35])=[O:14])=[CH:16][CH:17]=2)[CH2:6][CH2:5][CH2:4][CH2:3][CH2:2]1. The catalyst class is: 842.